This data is from Forward reaction prediction with 1.9M reactions from USPTO patents (1976-2016). The task is: Predict the product of the given reaction. (1) The product is: [Cl:1][C:2]1[CH:7]=[CH:6][C:5]([C:8]2[C:17](=[O:18])[C:16]3[C:11](=[C:12]4[C:13](=[CH:14][CH:15]=3)[NH:19][CH2:20][CH2:21][O:22]4)[O:10][C:9]=2[CH:24]([CH3:26])[CH3:25])=[CH:4][CH:3]=1. Given the reactants [Cl:1][C:2]1[CH:7]=[CH:6][C:5]([C:8]2[C:17](=[O:18])[C:16]3[C:11](=[C:12](F)[C:13]([NH:19][CH2:20][CH2:21][OH:22])=[CH:14][CH:15]=3)[O:10][C:9]=2[CH:24]([CH3:26])[CH3:25])=[CH:4][CH:3]=1.[H-].[Na+], predict the reaction product. (2) Given the reactants [NH:1]1[CH2:6][CH2:5][C:4](=[O:7])[CH2:3][CH2:2]1.[F:8][C:9]1[C:17]([C:18]([F:21])([F:20])[F:19])=[N:16][CH:15]=[CH:14][C:10]=1[C:11](O)=[O:12].F[P-](F)(F)(F)(F)F.N1(O[P+](N(C)C)(N(C)C)N(C)C)C2C=CC=CC=2N=N1.C(N(CC)CC)C, predict the reaction product. The product is: [F:8][C:9]1[C:17]([C:18]([F:21])([F:19])[F:20])=[N:16][CH:15]=[CH:14][C:10]=1[C:11]([N:1]1[CH2:6][CH2:5][C:4](=[O:7])[CH2:3][CH2:2]1)=[O:12]. (3) Given the reactants [CH3:1][C:2]([N:8]1[CH2:13][CH2:12][C:11](=O)[CH2:10][CH2:9]1)([CH3:7])[C:3]([O:5][CH3:6])=[O:4].Cl.[F:16][C:17]([F:34])([F:33])[O:18][C:19]1[CH:24]=[CH:23][C:22]([C:25]2[CH:30]=[CH:29][C:28]([CH2:31][NH2:32])=[CH:27][CH:26]=2)=[CH:21][CH:20]=1.C(O)(=O)C.C(O[BH-](OC(=O)C)OC(=O)C)(=O)C.[Na+].C(=O)([O-])[O-].[Na+].[Na+], predict the reaction product. The product is: [CH3:1][C:2]([N:8]1[CH2:13][CH2:12][CH:11]([NH:32][CH2:31][C:28]2[CH:29]=[CH:30][C:25]([C:22]3[CH:23]=[CH:24][C:19]([O:18][C:17]([F:16])([F:33])[F:34])=[CH:20][CH:21]=3)=[CH:26][CH:27]=2)[CH2:10][CH2:9]1)([CH3:7])[C:3]([O:5][CH3:6])=[O:4]. (4) Given the reactants [CH3:1][N:2]([CH2:18][C:19]([OH:21])=O)[NH:3][C:4](=[O:17])[NH:5][CH2:6][C:7]1[C:16]2[C:11](=[CH:12][CH:13]=[CH:14][CH:15]=2)[CH:10]=[CH:9][CH:8]=1.[NH2:22][C@@H:23]([CH2:47][C:48]1[CH:53]=[CH:52][C:51]([O:54][C:55]([CH3:58])([CH3:57])[CH3:56])=[CH:50][CH:49]=1)[C:24]([N:26]([C@@H:38]([CH3:46])[CH:39]([O:43][CH2:44][CH3:45])[O:40][CH2:41][CH3:42])[CH2:27][C:28]1[C:37]2[C:32](=[CH:33][CH:34]=[CH:35][CH:36]=2)[CH:31]=[CH:30][CH:29]=1)=[O:25], predict the reaction product. The product is: [C:55]([O:54][C:51]1[CH:50]=[CH:49][C:48]([CH2:47][C@H:23]([NH:22][C:19](=[O:21])[CH2:18][N:2]([CH3:1])[NH:3][C:4]([NH:5][CH2:6][C:7]2[C:16]3[C:11](=[CH:12][CH:13]=[CH:14][CH:15]=3)[CH:10]=[CH:9][CH:8]=2)=[O:17])[C:24]([N:26]([C@@H:38]([CH3:46])[CH:39]([O:43][CH2:44][CH3:45])[O:40][CH2:41][CH3:42])[CH2:27][C:28]2[C:37]3[C:32](=[CH:33][CH:34]=[CH:35][CH:36]=3)[CH:31]=[CH:30][CH:29]=2)=[O:25])=[CH:53][CH:52]=1)([CH3:58])([CH3:56])[CH3:57]. (5) Given the reactants C(NC(C)C)(C)C.C([Li])CCC.[CH3:13][O:14][C:15]1[CH:32]=[CH:31][C:30]2[C@@H:29]3[C@H:20]([C:21]4[C@@:25]([CH2:27][CH2:28]3)([CH3:26])[C:24](=[O:33])[CH2:23][CH:22]=4)[CH2:19][CH2:18][C:17]=2[CH:16]=1.Cl[Si:35]([CH3:38])([CH3:37])[CH3:36].[Cl-].[NH4+], predict the reaction product. The product is: [CH3:13][O:14][C:15]1[CH:32]=[CH:31][C:30]2[C@@H:29]3[C@H:20]([C:21]4[C@@:25]([CH2:27][CH2:28]3)([CH3:26])[C:24]([O:33][Si:35]([CH3:38])([CH3:37])[CH3:36])=[CH:23][CH:22]=4)[CH2:19][CH2:18][C:17]=2[CH:16]=1. (6) Given the reactants [C:1]([C:3]1[CH:8]=[CH:7][C:6]([S:9]([NH:12][CH3:13])(=[O:11])=[O:10])=[CH:5][CH:4]=1)#[N:2], predict the reaction product. The product is: [NH2:2][CH2:1][C:3]1[CH:4]=[CH:5][C:6]([S:9]([NH:12][CH3:13])(=[O:11])=[O:10])=[CH:7][CH:8]=1. (7) Given the reactants [C:1]([C:3]1[CH:4]=[C:5]([CH:10]=[CH:11][C:12]=1[OH:13])[C:6]([O:8][CH3:9])=[O:7])#[N:2].C([O-])([O-])=O.[K+].[K+].C(C(N)CBr)(O[C:23](C)([CH3:25])[CH3:24])=O, predict the reaction product. The product is: [C:1]([C:3]1[CH:4]=[C:5]([CH:10]=[CH:11][C:12]=1[O:13][CH:23]([CH3:25])[CH3:24])[C:6]([O:8][CH3:9])=[O:7])#[N:2]. (8) The product is: [Cl:1][C:2]1[CH:3]=[CH:4][C:5]2[N:6]([C:27]([C:26]3[CH:25]=[C:24]([CH:32]=[CH:31][CH:30]=3)[C:22]#[N:23])=[N:9][N:8]=2)[N:7]=1. Given the reactants [Cl:1][C:2]1[N:7]=[N:6][C:5]([NH:8][NH2:9])=[CH:4][CH:3]=1.C(N(CC)CC)C.O.C(O)(=O)C.[C:22]([C:24]1[CH:25]=[C:26]([CH:30]=[CH:31][CH:32]=1)[C:27](Cl)=O)#[N:23], predict the reaction product. (9) Given the reactants C([O:3][C:4]([C:6]1[CH:7]=[C:8]2[N:14]=[CH:13][N:12]([CH2:15][C:16]3[CH:32]=[CH:31][C:19]4[N:20]=[C:21]([NH:23][C@@H:24]5[CH2:29][CH2:28][CH2:27][CH2:26][C@H:25]5[OH:30])[S:22][C:18]=4[CH:17]=3)[C:9]2=[N:10][CH:11]=1)=[CH2:5])C.Br[N:34]1[C:38](=[O:39])CC[C:35]1=O.CNC, predict the reaction product. The product is: [C:25]([OH:30])(=[O:39])[CH3:26].[CH3:35][N:34]([CH3:38])[CH2:3][C:4]([C:6]1[CH:7]=[C:8]2[N:14]=[CH:13][N:12]([CH2:15][C:16]3[CH:32]=[CH:31][C:19]4[N:20]=[C:21]([NH:23][C@@H:24]5[CH2:29][CH2:28][CH2:27][CH2:26][C@H:25]5[OH:30])[S:22][C:18]=4[CH:17]=3)[C:9]2=[N:10][CH:11]=1)=[O:5]. (10) Given the reactants [F:1][C:2]1[CH:7]=[CH:6][C:5]([N+:8]([O-])=O)=[CH:4][C:3]=1[N:11]1[CH:15]=[CH:14][N:13]=[CH:12]1.[Sn](Cl)Cl, predict the reaction product. The product is: [F:1][C:2]1[CH:7]=[CH:6][C:5]([NH2:8])=[CH:4][C:3]=1[N:11]1[CH:15]=[CH:14][N:13]=[CH:12]1.